From a dataset of Forward reaction prediction with 1.9M reactions from USPTO patents (1976-2016). Predict the product of the given reaction. (1) Given the reactants ClCCl.[O:4]=[C:5]1[NH:9][C@H:8]([C:10]([O:12][CH2:13][CH3:14])=[O:11])[CH2:7][CH2:6]1.F[B-](F)(F)F.[CH3:20][O+](C)C.C(=O)([O-])O.[Na+], predict the reaction product. The product is: [CH3:20][O:4][C:5]1[CH2:6][CH2:7][C@@H:8]([C:10]([O:12][CH2:13][CH3:14])=[O:11])[N:9]=1. (2) Given the reactants [Al+3].[Cl-].[Cl-].[Cl-].[F:5][C:6]1[CH:11]=[CH:10][CH:9]=[CH:8][CH:7]=1.[C:12]1(=[O:19])[O:18][C:16](=[O:17])[CH2:15][CH2:14][CH2:13]1, predict the reaction product. The product is: [F:5][C:6]1[CH:11]=[CH:10][C:9]([C:12]([CH2:13][CH2:14][CH2:15][C:16]([OH:18])=[O:17])=[O:19])=[CH:8][CH:7]=1. (3) Given the reactants O.Cl.[F:3][CH2:4][CH2:5][NH2:6].[CH2:7]1[C:12](=[O:13])[O:11][CH2:10][C:8]1=O.C([O-])(=O)C.[Na+], predict the reaction product. The product is: [F:3][CH2:4][CH2:5][NH:6][C:8]1[CH2:10][O:11][C:12](=[O:13])[CH:7]=1.